Regression/Classification. Given a drug SMILES string, predict its absorption, distribution, metabolism, or excretion properties. Task type varies by dataset: regression for continuous measurements (e.g., permeability, clearance, half-life) or binary classification for categorical outcomes (e.g., BBB penetration, CYP inhibition). For this dataset (clearance_hepatocyte_az), we predict log10(clearance) (log10 of the in vitro intrinsic clearance, CLint, in uL/min per 10^6 hepatocytes; values are censored to the assay range of 3 to 150, which is 0.477 to 2.18 on this log10 scale). From a dataset of Hepatocyte clearance measurements from AstraZeneca. (1) The log10(clearance) is 1.53. The compound is CC(C)N(CCCNC(=O)Nc1ccc(C(C)(C)C)cc1)C[C@H]1O[C@@H](n2ccc3c(N)ncnc32)[C@H](O)[C@@H]1O. (2) The compound is C[C@@](C(=O)O[C@H]1C[N+]2(CCCc3cc4ccccc4s3)CCC1CC2)(c1ccccc1)N1CCCCC1. The log10(clearance) is 1.81. (3) The compound is COc1ccc(CC(C)(C)NC[C@H](O)c2cc(O)cc3c2OCC(=O)N3)cc1. The log10(clearance) is 1.15. (4) The compound is O=C(c1ccc(O)cc1O)N1CCCC1. The log10(clearance) is 2.18. (5) The compound is Cc1ccc(C(NC(=O)c2ccccc2O)C(=O)Nc2c(C)cccc2C)s1. The log10(clearance) is 1.85. (6) The drug is O=c1[nH]c2c(O)ccc([C@@H](O)CNCCSCCCNCCc3cccc(C(F)(F)F)c3)c2s1. The log10(clearance) is 0.780. (7) The drug is CCCCC(=O)N(Cc1ccc(-c2ccccc2-c2nnn[nH]2)cc1)[C@H](C(=O)O)C(C)C. The log10(clearance) is 0.480. (8) The molecule is Cc1ccccc1C(OCCN(C)C)c1ccccc1. The log10(clearance) is 2.18. (9) The compound is O=C(CCCc1ccc2cccnc2n1)NCc1cc(-c2ccc(F)c(C(F)(F)F)c2)no1. The log10(clearance) is 1.30. (10) The drug is CCN(C(=O)c1ccc(-c2ccc(Cl)cc2)o1)c1ccc(N2CCNCC2)cc1. The log10(clearance) is 0.480.